From a dataset of Peptide-MHC class I binding affinity with 185,985 pairs from IEDB/IMGT. Regression. Given a peptide amino acid sequence and an MHC pseudo amino acid sequence, predict their binding affinity value. This is MHC class I binding data. The peptide sequence is FLEQGGFKA. The MHC is HLA-B58:01 with pseudo-sequence HLA-B58:01. The binding affinity (normalized) is 0.0847.